The task is: Predict the reactants needed to synthesize the given product.. This data is from Full USPTO retrosynthesis dataset with 1.9M reactions from patents (1976-2016). Given the product [CH2:21]([O:20][C:13]1[C:14]([NH2:16])=[CH:15][C:7]2[C:6]3[C:11](=[C:2]([NH2:1])[N:3]=[C:4]([N:23]4[CH:27]=[CH:26][N:25]=[CH:24]4)[CH:5]=3)[CH:10]=[N:9][C:8]=2[CH:12]=1)[CH3:22], predict the reactants needed to synthesize it. The reactants are: [NH2:1][C:2]1[N:3]=[C:4]([N:23]2[CH:27]=[CH:26][N:25]=[CH:24]2)[CH:5]=[C:6]2[C:11]=1[CH:10]=[N:9][C:8]1[CH:12]=[C:13]([O:20][CH2:21][CH3:22])[C:14]([NH:16]C(=O)C)=[CH:15][C:7]2=1.Cl.O.